Dataset: Forward reaction prediction with 1.9M reactions from USPTO patents (1976-2016). Task: Predict the product of the given reaction. Given the reactants C(OC(=O)[NH:7][CH:8]1[CH2:13][CH2:12][CH:11]([NH:14][C:15]2[C:16]3[N:17]([C:21]([C:24]4[CH:29]=[CH:28][CH:27]=[C:26]([NH:30][CH2:31][C:32]5[S:33][CH:34]=[CH:35][CH:36]=5)[N:25]=4)=[CH:22][N:23]=3)[CH:18]=[CH:19][N:20]=2)[CH2:10][CH2:9]1)(C)(C)C, predict the reaction product. The product is: [S:33]1[CH:34]=[CH:35][CH:36]=[C:32]1[CH2:31][NH:30][C:26]1[N:25]=[C:24]([C:21]2[N:17]3[CH:18]=[CH:19][N:20]=[C:15]([NH:14][CH:11]4[CH2:12][CH2:13][CH:8]([NH2:7])[CH2:9][CH2:10]4)[C:16]3=[N:23][CH:22]=2)[CH:29]=[CH:28][CH:27]=1.